From a dataset of Reaction yield outcomes from USPTO patents with 853,638 reactions. Predict the reaction yield, written as a fraction of the theoretical maximum amount of product (1.0 means a 100% yield; for example, 0.34 means a 34% yield). (1) The reactants are [Cl:1][C:2]1[CH:3]=[N+:4]([O-])[C:5]([CH3:13])=[C:6]([CH:12]=1)[C:7]([O:9][CH2:10][CH3:11])=[O:8].C(OC(=O)C)(=[O:17])C.FC(F)F.Cl. The catalyst is ClCCl. The product is [Cl:1][C:2]1[CH:3]=[N:4][C:5]([CH2:13][OH:17])=[C:6]([CH:12]=1)[C:7]([O:9][CH2:10][CH3:11])=[O:8]. The yield is 0.200. (2) The reactants are [C-:1]#[C-:2].[Na+].[Na+].CN(C)P(N(C)C)(N(C)C)=O.[F:16][C:17]1[CH:22]=[CH:21][C:20]([CH2:23][CH2:24][CH2:25]I)=[CH:19][CH:18]=1. The catalyst is CN(C)C=O. The product is [F:16][C:17]1[CH:22]=[CH:21][C:20]([CH2:23][CH2:24][CH2:25][C:1]#[CH:2])=[CH:19][CH:18]=1. The yield is 0.620. (3) The yield is 0.840. The reactants are C([N:8]1[CH2:12][C@@H:11]([C:13]2[CH:18]=[CH:17][CH:16]=[CH:15][CH:14]=2)[C@H:10]([N:19]([CH3:39])[C:20](=[O:38])[C:21]([C:24]2[CH:29]=[C:28]([C:30]([F:33])([F:32])[F:31])[CH:27]=[C:26]([C:34]([F:37])([F:36])[F:35])[CH:25]=2)([CH3:23])[CH3:22])[CH2:9]1)C1C=CC=CC=1.C([O-])=O.[NH4+]. The product is [F:32][C:30]([F:31])([F:33])[C:28]1[CH:29]=[C:24]([C:21]([CH3:22])([CH3:23])[C:20]([N:19]([CH3:39])[C@H:10]2[C@H:11]([C:13]3[CH:18]=[CH:17][CH:16]=[CH:15][CH:14]=3)[CH2:12][NH:8][CH2:9]2)=[O:38])[CH:25]=[C:26]([C:34]([F:35])([F:36])[F:37])[CH:27]=1. The catalyst is CO.[Pd]. (4) The reactants are Br[C:2]1[CH:18]=[C:17]([CH2:19][CH3:20])[C:5]([C:6]([NH:8][CH2:9][C:10]2[CH:15]=[CH:14][C:13]([Cl:16])=[CH:12][CH:11]=2)=[O:7])=[C:4]([CH2:21][CH3:22])[CH:3]=1.[NH:23]1[CH2:28][CH2:27][O:26][CH2:25][CH2:24]1.C(=O)([O-])[O-].[Cs+].[Cs+].C1(P(C2C=CC=CC=2)C2C=CC3C(=CC=CC=3)C=2C2C3C(=CC=CC=3)C=CC=2P(C2C=CC=CC=2)C2C=CC=CC=2)C=CC=CC=1. The catalyst is C1(C)C=CC=CC=1.C1C=CC(/C=C/C(/C=C/C2C=CC=CC=2)=O)=CC=1.C1C=CC(/C=C/C(/C=C/C2C=CC=CC=2)=O)=CC=1.C1C=CC(/C=C/C(/C=C/C2C=CC=CC=2)=O)=CC=1.[Pd].[Pd]. The product is [Cl:16][C:13]1[CH:14]=[CH:15][C:10]([CH2:9][NH:8][C:6](=[O:7])[C:5]2[C:17]([CH2:19][CH3:20])=[CH:18][C:2]([N:23]3[CH2:28][CH2:27][O:26][CH2:25][CH2:24]3)=[CH:3][C:4]=2[CH2:21][CH3:22])=[CH:11][CH:12]=1. The yield is 0.260. (5) The reactants are [Br:1][C:2]1[C:7](=[O:8])[N:6]([CH3:9])[N:5]=[C:4]([C:10]([O:12]C)=O)[C:3]=1[NH:14][C:15]1[CH:20]=[CH:19][C:18]([Br:21])=[CH:17][C:16]=1[F:22].[CH:23]1([CH2:26][O:27][NH2:28])[CH2:25][CH2:24]1. No catalyst specified. The product is [Br:1][C:2]1[C:7](=[O:8])[N:6]([CH3:9])[N:5]=[C:4]([C:10]([NH:28][O:27][CH2:26][CH:23]2[CH2:25][CH2:24]2)=[O:12])[C:3]=1[NH:14][C:15]1[CH:20]=[CH:19][C:18]([Br:21])=[CH:17][C:16]=1[F:22]. The yield is 0.400.